Dataset: Peptide-MHC class I binding affinity with 185,985 pairs from IEDB/IMGT. Task: Regression. Given a peptide amino acid sequence and an MHC pseudo amino acid sequence, predict their binding affinity value. This is MHC class I binding data. (1) The peptide sequence is NDVSNKDSL. The MHC is H-2-Db with pseudo-sequence H-2-Db. The binding affinity (normalized) is 0.368. (2) The peptide sequence is MAAAAFPAL. The MHC is HLA-A32:15 with pseudo-sequence HLA-A32:15. The binding affinity (normalized) is 0.520. (3) The peptide sequence is SYLPNNFS. The MHC is H-2-Kd with pseudo-sequence H-2-Kd. The binding affinity (normalized) is 0.669. (4) The peptide sequence is VDINLIPLI. The MHC is HLA-A01:01 with pseudo-sequence HLA-A01:01. The binding affinity (normalized) is 0.0868. (5) The peptide sequence is KTWADEYLCV. The MHC is HLA-A02:01 with pseudo-sequence HLA-A02:01. The binding affinity (normalized) is 0.437.